Dataset: Forward reaction prediction with 1.9M reactions from USPTO patents (1976-2016). Task: Predict the product of the given reaction. (1) The product is: [O:24]=[C:15]1[N:14]([CH2:25][CH2:26][CH3:27])[C:13]2[N:12]=[C:11]([C:6]34[CH2:7][CH2:8][C:3]([CH:2]=[O:1])([CH2:10][CH2:9]3)[CH2:4][CH2:5]4)[NH:19][C:18]=2[C:17](=[O:20])[N:16]1[CH2:21][CH2:22][CH3:23]. Given the reactants [OH:1][CH2:2][C:3]12[CH2:10][CH2:9][C:6]([C:11]3[NH:19][C:18]4[C:17](=[O:20])[N:16]([CH2:21][CH2:22][CH3:23])[C:15](=[O:24])[N:14]([CH2:25][CH2:26][CH3:27])[C:13]=4[N:12]=3)([CH2:7][CH2:8]1)[CH2:5][CH2:4]2.CC(OI1(OC(C)=O)(OC(C)=O)OC(=O)C2C=CC=CC1=2)=O, predict the reaction product. (2) Given the reactants [NH2:1][C:2]1[C:11]2[N:12]=[C:13]([CH2:34][O:35][CH2:36][CH3:37])[N:14]([CH2:15][CH2:16][O:17][CH2:18][CH2:19][O:20][CH2:21][CH2:22][O:23][CH2:24][CH2:25][P:26](=[O:33])([O:30]CC)[O:27]CC)[C:10]=2[C:9]2[CH:8]=[CH:7][CH:6]=[CH:5][C:4]=2[N:3]=1.C[Si](Br)(C)C, predict the reaction product. The product is: [NH2:1][C:2]1[C:11]2[N:12]=[C:13]([CH2:34][O:35][CH2:36][CH3:37])[N:14]([CH2:15][CH2:16][O:17][CH2:18][CH2:19][O:20][CH2:21][CH2:22][O:23][CH2:24][CH2:25][P:26](=[O:27])([OH:30])[OH:33])[C:10]=2[C:9]2[CH:8]=[CH:7][CH:6]=[CH:5][C:4]=2[N:3]=1. (3) Given the reactants [C:1]([C:7]1[CH:18]=[CH:17][CH:16]=[CH:15][C:8]=1[C:9](N(C)OC)=[O:10])#[C:2][CH2:3][CH2:4][CH2:5][CH3:6].[CH2:19]([Mg]Cl)[C:20]1[CH:25]=[CH:24][CH:23]=[CH:22][CH:21]=1, predict the reaction product. The product is: [C:1]([C:7]1[CH:18]=[CH:17][CH:16]=[CH:15][C:8]=1[C:9](=[O:10])[CH2:19][C:20]1[CH:25]=[CH:24][CH:23]=[CH:22][CH:21]=1)#[C:2][CH2:3][CH2:4][CH2:5][CH3:6]. (4) The product is: [CH2:20]([O:19][C:17](=[O:18])[NH:2][C@@H:3]([C@@H:6]([F:9])[CH2:7][CH3:8])[CH2:4][OH:5])[C:21]1[CH:26]=[CH:25][CH:24]=[CH:23][CH:22]=1. Given the reactants Cl.[NH2:2][C@@H:3]([C@@H:6]([F:9])[CH2:7][CH3:8])[CH2:4][OH:5].C(=O)([O-])[O-].[K+].[K+].Cl[C:17]([O:19][CH2:20][C:21]1[CH:26]=[CH:25][CH:24]=[CH:23][CH:22]=1)=[O:18].C(=O)([O-])O.[Na+], predict the reaction product. (5) Given the reactants N(C(OC(C)C)=O)=NC(OC(C)C)=O.[OH:15][CH2:16][C:17]1[CH:22]=[CH:21][C:20]([CH:23]2[CH2:28][CH2:27][N:26]([C:29]([O:31][CH2:32][C:33]3[CH:38]=[CH:37][CH:36]=[CH:35][CH:34]=3)=[O:30])[CH2:25][CH:24]2[O:39][CH2:40][C:41]2[CH:42]=[CH:43][C:44]3[O:49][CH2:48][CH2:47][N:46]([CH2:50][CH2:51][CH2:52][O:53][CH3:54])[C:45]=3[CH:55]=2)=[CH:19][CH:18]=1.[C:56]1(O)[CH:61]=[CH:60][CH:59]=[CH:58][CH:57]=1.C1(P(C2C=CC=CC=2)C2C=CC=CC=2)C=CC=CC=1, predict the reaction product. The product is: [CH3:54][O:53][CH2:52][CH2:51][CH2:50][N:46]1[C:45]2[CH:55]=[C:41]([CH2:40][O:39][CH:24]3[CH:23]([C:20]4[CH:19]=[CH:18][C:17]([CH2:16][O:15][C:56]5[CH:61]=[CH:60][CH:59]=[CH:58][CH:57]=5)=[CH:22][CH:21]=4)[CH2:28][CH2:27][N:26]([C:29]([O:31][CH2:32][C:33]4[CH:34]=[CH:35][CH:36]=[CH:37][CH:38]=4)=[O:30])[CH2:25]3)[CH:42]=[CH:43][C:44]=2[O:49][CH2:48][CH2:47]1. (6) The product is: [C:1]([OH:15])(=[O:14])[CH2:2][CH2:3][NH:4][C:5](=[O:13])[C@H:6]([C:8]([CH2:11][OH:12])([CH3:10])[CH3:9])[OH:7]. Given the reactants [C:1]([OH:15])(=[O:14])[CH2:2][CH2:3][NH:4][C:5](=[O:13])[C@@H:6]([C:8]([CH2:11][OH:12])([CH3:10])[CH3:9])[OH:7].CC1(C)C(O)C(=O)OC1.C=O.[C-]#N.CC1(C)[C@@H](O)C(=O)OC1, predict the reaction product. (7) Given the reactants [F:1][C:2]([F:7])([F:6])[C:3]([OH:5])=[O:4].[F:8][C:9]([F:14])([F:13])[C:10]([OH:12])=[O:11].F[C:16](F)(F)[C:17](O)=[O:18].[Cl:22][C:23]1[CH:24]=[N:25][C:26]2[NH:27][C:28]3[CH:29]=[N:30][CH:31]=[C:32]([CH:53]=3)[CH2:33][CH2:34][C:35]3[CH:43]=[C:39]([NH:40][C:41]=1[N:42]=2)[CH:38]=[CH:37][C:36]=3[O:44][CH2:45][CH2:46][CH:47]1[CH2:52][CH2:51][NH:50][CH2:49][CH2:48]1.C(Cl)(=O)C, predict the reaction product. The product is: [F:1][C:2]([F:7])([F:6])[C:3]([OH:5])=[O:4].[F:8][C:9]([F:14])([F:13])[C:10]([OH:12])=[O:11].[C:17]([N:50]1[CH2:49][CH2:48][CH:47]([CH2:46][CH2:45][O:44][C:36]2[CH:37]=[CH:38][C:39]3[NH:40][C:41]4[N:42]=[C:26]([NH:27][C:28]5[CH:29]=[N:30][CH:31]=[C:32]([CH:53]=5)[CH2:33][CH2:34][C:35]=2[CH:43]=3)[N:25]=[CH:24][C:23]=4[Cl:22])[CH2:52][CH2:51]1)(=[O:18])[CH3:16]. (8) Given the reactants [CH3:1][C:2]1[S:3][C:4]2[CH:10]=[CH:9][C:8]([OH:11])=[CH:7][C:5]=2[N:6]=1.[CH2:12]([C@H:14]1[O:16][CH2:15]1)Cl.C(=O)([O-])[O-].[K+].[K+], predict the reaction product. The product is: [O:16]1[CH2:15][C@H:14]1[CH2:12][O:11][C:8]1[CH:9]=[CH:10][C:4]2[S:3][C:2]([CH3:1])=[N:6][C:5]=2[CH:7]=1.